From a dataset of Forward reaction prediction with 1.9M reactions from USPTO patents (1976-2016). Predict the product of the given reaction. (1) Given the reactants [Cl:1][C:2]1[CH:7]=[CH:6][C:5]([S:8](Cl)(=[O:10])=[O:9])=[CH:4][C:3]=1[N+:12]([O-:14])=[O:13].C(N(CC)CC)C.[CH3:22][N:23]1[CH2:28][CH2:27][NH:26][CH2:25][CH2:24]1, predict the reaction product. The product is: [Cl:1][C:2]1[CH:7]=[CH:6][C:5]([S:8]([N:26]2[CH2:27][CH2:28][N:23]([CH3:22])[CH2:24][CH2:25]2)(=[O:10])=[O:9])=[CH:4][C:3]=1[N+:12]([O-:14])=[O:13]. (2) Given the reactants [Br:1][C:2]1[CH:3]=[C:4]2[CH2:10][NH:9][CH2:8][C:5]2=[N:6][CH:7]=1.C(N(C(C)C)CC)(C)C.[C:20](O[C:20]([O:22][C:23]([CH3:26])([CH3:25])[CH3:24])=[O:21])([O:22][C:23]([CH3:26])([CH3:25])[CH3:24])=[O:21], predict the reaction product. The product is: [Br:1][C:2]1[CH:3]=[C:4]2[CH2:10][N:9]([C:20]([O:22][C:23]([CH3:26])([CH3:25])[CH3:24])=[O:21])[CH2:8][C:5]2=[N:6][CH:7]=1. (3) The product is: [F:14][C:2]([F:13])([F:1])[CH:3]1[N:8]([C:22]([O:24][CH2:25][C:26]2[CH:31]=[CH:30][CH:29]=[CH:28][CH:27]=2)=[O:23])[CH2:7][CH:6]([C:9]([O:11][CH3:12])=[O:10])[CH2:5][CH2:4]1. Given the reactants [F:1][C:2]([F:14])([F:13])[CH:3]1[NH:8][CH2:7][CH:6]([C:9]([O:11][CH3:12])=[O:10])[CH2:5][CH2:4]1.C([O-])([O-])=O.[K+].[K+].Cl[C:22]([O:24][CH2:25][C:26]1[CH:31]=[CH:30][CH:29]=[CH:28][CH:27]=1)=[O:23], predict the reaction product. (4) Given the reactants [CH:1]1([C:4]2[CH:5]=[C:6]([C:14](=O)C(C3C=CC=C(C4CC4)C=3)=O)[CH:7]=[CH:8][C:9]=2[O:10][CH:11]([F:13])[F:12])[CH2:3][CH2:2]1.Cl.[CH3:28][NH:29][C:30]([NH2:32])=[NH:31].[C:33](=[O:36])([O-])[O-].[Na+].[Na+], predict the reaction product. The product is: [NH2:31][C:30]1[N:29]([CH3:28])[C:33](=[O:36])[C:14]([C:6]2[CH:7]=[CH:8][C:9]([O:10][CH:11]([F:12])[F:13])=[C:4]([CH:1]3[CH2:2][CH2:3]3)[CH:5]=2)([C:8]2[CH:7]=[CH:6][CH:5]=[C:4]([CH:1]3[CH2:3][CH2:2]3)[CH:9]=2)[N:32]=1. (5) Given the reactants CS(O[CH2:6][CH:7]([C:13]1[C:22]2[C:17](=[CH:18][CH:19]=[C:20]([O:23][CH3:24])[CH:21]=2)[CH:16]=[CH:15][CH:14]=1)[CH2:8][NH:9][C:10](=[O:12])[CH3:11])(=O)=O.[CH3:25][NH:26][CH2:27][C:28]1[CH:33]=[CH:32][CH:31]=[CH:30][CH:29]=1, predict the reaction product. The product is: [CH2:27]([N:26]([CH3:25])[CH2:6][CH:7]([C:13]1[C:22]2[C:17](=[CH:18][CH:19]=[C:20]([O:23][CH3:24])[CH:21]=2)[CH:16]=[CH:15][CH:14]=1)[CH2:8][NH:9][C:10](=[O:12])[CH3:11])[C:28]1[CH:33]=[CH:32][CH:31]=[CH:30][CH:29]=1.